From a dataset of Forward reaction prediction with 1.9M reactions from USPTO patents (1976-2016). Predict the product of the given reaction. (1) Given the reactants [N+:1]([C:4]1[CH:9]=[CH:8][C:7]([C:10]2([CH2:13][NH:14][C:15](=[O:17])[CH3:16])[CH2:12][CH2:11]2)=[CH:6][CH:5]=1)([O-])=O, predict the reaction product. The product is: [NH2:1][C:4]1[CH:5]=[CH:6][C:7]([C:10]2([CH2:13][NH:14][C:15](=[O:17])[CH3:16])[CH2:11][CH2:12]2)=[CH:8][CH:9]=1. (2) Given the reactants C([O:7][CH2:8][C:9]([F:15])([F:14])[S:10]([O-:13])(=[O:12])=[O:11])(=O)C(C)(C)C.[C:16]1([S+:22]([C:29]2[CH:34]=[CH:33][CH:32]=[CH:31][CH:30]=2)[C:23]2[CH:28]=[CH:27][CH:26]=[CH:25][CH:24]=2)[CH:21]=[CH:20][CH:19]=[CH:18][CH:17]=1.[OH-].[Na+].Cl, predict the reaction product. The product is: [F:14][C:9]([F:15])([S:10]([O-:13])(=[O:12])=[O:11])[CH2:8][OH:7].[C:29]1([S+:22]([C:16]2[CH:17]=[CH:18][CH:19]=[CH:20][CH:21]=2)[C:23]2[CH:28]=[CH:27][CH:26]=[CH:25][CH:24]=2)[CH:30]=[CH:31][CH:32]=[CH:33][CH:34]=1. (3) Given the reactants [C:1]([C:3]1[CH:8]=[CH:7][C:6]([C:9]2[N:13]3[CH:14]=[C:15]([C:18]4[CH:26]=[CH:25][C:21]([C:22]([OH:24])=O)=[C:20]([F:27])[CH:19]=4)[CH:16]=[CH:17][C:12]3=[N:11][CH:10]=2)=[CH:5][CH:4]=1)#[N:2].CN1CCOCC1.CN(C(ON1N=NC2C=CC=NC1=2)=[N+](C)C)C.F[P-](F)(F)(F)(F)F.[CH3:59][N:60]1[CH2:65][CH2:64][NH:63][CH2:62][CH2:61]1, predict the reaction product. The product is: [F:27][C:20]1[CH:19]=[C:18]([C:15]2[CH:16]=[CH:17][C:12]3[N:13]([C:9]([C:6]4[CH:7]=[CH:8][C:3]([C:1]#[N:2])=[CH:4][CH:5]=4)=[CH:10][N:11]=3)[CH:14]=2)[CH:26]=[CH:25][C:21]=1[C:22]([N:63]1[CH2:64][CH2:65][N:60]([CH3:59])[CH2:61][CH2:62]1)=[O:24]. (4) The product is: [CH3:1][O:2][C:3]1[CH:4]=[C:5]([CH2:11][CH2:12][NH:13][C:22](=[O:23])[CH2:21][C:18]2[CH:19]=[CH:20][C:15]([F:14])=[CH:16][CH:17]=2)[CH:6]=[CH:7][C:8]=1[O:9][CH3:10]. Given the reactants [CH3:1][O:2][C:3]1[CH:4]=[C:5]([CH2:11][CH2:12][NH2:13])[CH:6]=[CH:7][C:8]=1[O:9][CH3:10].[F:14][C:15]1[CH:20]=[CH:19][C:18]([CH2:21][C:22](O)=[O:23])=[CH:17][CH:16]=1, predict the reaction product. (5) Given the reactants Br[C:2]1[CH:7]=[CH:6][C:5]([C:8]([CH:10]2[CH2:16][CH:15]3[N:17]([C:18]4[N:23]=[CH:22][CH:21]=[CH:20][N:19]=4)[CH:12]([CH2:13][CH2:14]3)[CH2:11]2)=[O:9])=[CH:4][CH:3]=1.[F:24][C:25]1[CH:30]=[C:29]([F:31])[CH:28]=[CH:27][C:26]=1B(O)O.ClCCl.[O-]P([O-])([O-])=O.[K+].[K+].[K+], predict the reaction product. The product is: [F:24][C:25]1[CH:30]=[C:29]([F:31])[CH:28]=[CH:27][C:26]=1[C:2]1[CH:7]=[CH:6][C:5]([C:8]([CH:10]2[CH2:11][CH:12]3[N:17]([C:18]4[N:19]=[CH:20][CH:21]=[CH:22][N:23]=4)[CH:15]([CH2:14][CH2:13]3)[CH2:16]2)=[O:9])=[CH:4][CH:3]=1. (6) Given the reactants [C:1]([C:3]1[CH:8]=[CH:7][C:6]([N:9]=[C:10]2[NH:14][CH2:13][C:12]3([CH2:18][CH2:17][CH2:16][CH2:15]3)[S:11]2)=[C:5]([CH3:19])[CH:4]=1)#[N:2].[CH2:20](Br)[CH:21]([CH3:23])[CH3:22], predict the reaction product. The product is: [CH2:20]([N:14]1[CH2:13][C:12]2([CH2:15][CH2:16][CH2:17][CH2:18]2)[S:11][C:10]1=[N:9][C:6]1[CH:7]=[CH:8][C:3]([C:1]#[N:2])=[CH:4][C:5]=1[CH3:19])[CH:21]([CH3:23])[CH3:22].